This data is from Full USPTO retrosynthesis dataset with 1.9M reactions from patents (1976-2016). The task is: Predict the reactants needed to synthesize the given product. (1) Given the product [C:26]1([S:32]([O:1][CH2:2][CH2:3][CH2:4][NH:5][C:6]2[CH:13]=[CH:12][C:9]([C:10]#[N:11])=[CH:8][CH:7]=2)(=[O:34])=[O:33])[CH:31]=[CH:30][CH:29]=[CH:28][CH:27]=1, predict the reactants needed to synthesize it. The reactants are: [OH:1][CH2:2][CH2:3][CH2:4][NH:5][C:6]1[CH:13]=[CH:12][C:9]([C:10]#[N:11])=[CH:8][CH:7]=1.C(N(CC)CC)C.Cl.CN(C)C.[C:26]1([S:32](Cl)(=[O:34])=[O:33])[CH:31]=[CH:30][CH:29]=[CH:28][CH:27]=1.C(O)#N. (2) Given the product [Br:1][C:2]1[CH:8]=[CH:7][C:5]([NH:6][C:27]([CH:24]2[CH2:26][CH2:25]2)=[O:28])=[C:4]([CH3:9])[CH:3]=1, predict the reactants needed to synthesize it. The reactants are: [Br:1][C:2]1[CH:8]=[CH:7][C:5]([NH2:6])=[C:4]([CH3:9])[CH:3]=1.CCN(C(C)C)C(C)C.CN(C=O)C.[CH:24]1([C:27](Cl)=[O:28])[CH2:26][CH2:25]1. (3) The reactants are: [N:1]1[O:2][N:3]=[C:4]2[CH:9]=[C:8]([O:10][C:11]3[C:16]([C:17]([NH:19][CH2:20][C:21]4[CH:32]=[CH:31][C:24]([O:25][C@H:26]([CH3:30])[C:27]([OH:29])=O)=[CH:23][C:22]=4[F:33])=[O:18])=[CH:15][CH:14]=[CH:13][N:12]=3)[CH:7]=[CH:6][C:5]=12.O1C2C=CC(OC3C(C(NCC4C=CC(O[C@H](C)C(O)=O)=CC=4F)=O)=CC=C[N:45]=3)=CC=2OC1. Given the product [N:1]1[O:2][N:3]=[C:4]2[CH:9]=[C:8]([O:10][C:11]3[N:12]=[CH:13][CH:14]=[CH:15][C:16]=3[C:17]([NH:19][CH2:20][C:21]3[CH:32]=[CH:31][C:24]([O:25][C@@H:26]([C:27](=[O:29])[NH2:45])[CH3:30])=[CH:23][C:22]=3[F:33])=[O:18])[CH:7]=[CH:6][C:5]=12, predict the reactants needed to synthesize it. (4) Given the product [CH3:37][O:36][C:34]([C:24]12[CH2:2][CH2:1][C:27]([C:30]([O:32][CH3:33])=[O:31])([CH2:26][CH2:25]1)[CH2:28][CH2:29]2)=[O:35], predict the reactants needed to synthesize it. The reactants are: [CH:1](NC(C)C)(C)[CH3:2].C([Li])CCC.CN(P(N(C)C)(N(C)C)=O)C.[CH:24]1([C:34]([O:36][CH3:37])=[O:35])[CH2:29][CH2:28][CH:27]([C:30]([O:32][CH3:33])=[O:31])[CH2:26][CH2:25]1.BrCCCl.[Li+].CC([N-]C(C)C)C.